This data is from CYP2C19 inhibition data for predicting drug metabolism from PubChem BioAssay. The task is: Regression/Classification. Given a drug SMILES string, predict its absorption, distribution, metabolism, or excretion properties. Task type varies by dataset: regression for continuous measurements (e.g., permeability, clearance, half-life) or binary classification for categorical outcomes (e.g., BBB penetration, CYP inhibition). Dataset: cyp2c19_veith. (1) The molecule is Cc1cccc(NC(=O)C23CCC(C)(C2Br)C3(C)C)c1. The result is 1 (inhibitor). (2) The compound is COC(=O)C1(C)C=C2C(=C(C)C(=O)C2C)CN1. The result is 0 (non-inhibitor). (3) The drug is COc1ccc2[nH]cc(CCNc3ncnc4ccc(-c5ccoc5)cc34)c2c1. The result is 1 (inhibitor).